This data is from Reaction yield outcomes from USPTO patents with 853,638 reactions. The task is: Predict the reaction yield, written as a fraction of the theoretical maximum amount of product (1.0 means a 100% yield; for example, 0.34 means a 34% yield). (1) The yield is 0.620. The reactants are [CH3:1][OH:2].[F:3][C:4]1[CH:12]=[C:11]([CH3:13])[C:10]([F:14])=[CH:9][C:5]=1[C:6](Cl)=[O:7]. The product is [F:3][C:4]1[CH:12]=[C:11]([CH3:13])[C:10]([F:14])=[CH:9][C:5]=1[C:6]([O:2][CH3:1])=[O:7]. The catalyst is C(OCC)(=O)C. (2) The reactants are Cl.[OH:2][CH2:3][C:4]1[N:9]=[C:8]([C:10]([F:13])([F:12])[F:11])[N:7]=[C:6]([NH:14][CH:15]2[CH2:20][CH2:19][N:18](C(OC(C)(C)C)=O)[CH2:17][CH2:16]2)[CH:5]=1. The catalyst is O1CCOCC1. The product is [NH:18]1[CH2:19][CH2:20][CH:15]([NH:14][C:6]2[N:7]=[C:8]([C:10]([F:12])([F:11])[F:13])[N:9]=[C:4]([CH2:3][OH:2])[CH:5]=2)[CH2:16][CH2:17]1. The yield is 0.910. (3) The reactants are Br[C:2]1[CH:3]=[C:4]2[C:9](=[CH:10][CH:11]=1)[N:8]=[CH:7][CH:6]=[C:5]2[C:12]1[CH:17]=[CH:16][N:15]=[N:14][CH:13]=1.B1(B2OC(C)(C)C(C)(C)O2)OC(C)(C)C(C)(C)O1.C([O-])(=O)C.[K+].[Br-].Br[C:43]1[CH:44]=[C:45]([NH:51][S:52]([C:55]2[CH:60]=[CH:59][C:58]([F:61])=[CH:57][C:56]=2[F:62])(=[O:54])=[O:53])[C:46]([O:49][CH3:50])=[N:47][CH:48]=1. The catalyst is O1CCOCC1.C1C=CC(P(C2C=CC=CC=2)[C-]2C=CC=C2)=CC=1.C1C=CC(P(C2C=CC=CC=2)[C-]2C=CC=C2)=CC=1.Cl[Pd]Cl.[Fe+2].C(Cl)Cl. The product is [F:62][C:56]1[CH:57]=[C:58]([F:61])[CH:59]=[CH:60][C:55]=1[S:52]([NH:51][C:45]1[C:46]([O:49][CH3:50])=[N:47][CH:48]=[C:43]([C:2]2[CH:3]=[C:4]3[C:9](=[CH:10][CH:11]=2)[N:8]=[CH:7][CH:6]=[C:5]3[C:12]2[CH:17]=[CH:16][N:15]=[N:14][CH:13]=2)[CH:44]=1)(=[O:54])=[O:53]. The yield is 0.760. (4) The reactants are Cl[CH2:2][CH2:3][CH2:4][CH2:5][N:6]1[C:10]2[CH:11]=[CH:12][CH:13]=[CH:14][C:9]=2[N:8]=[CH:7]1.[N:15]1[CH:20]=[CH:19][CH:18]=[N:17][C:16]=1[CH:21]1[CH2:26][CH2:25][NH:24][CH2:23][CH2:22]1.C(N(C(C)C)CC)(C)C.[I-].[K+]. The catalyst is C(#N)C. The product is [N:6]1([CH2:5][CH2:4][CH2:3][CH2:2][N:24]2[CH2:23][CH2:22][CH:21]([C:16]3[N:15]=[CH:20][CH:19]=[CH:18][N:17]=3)[CH2:26][CH2:25]2)[C:10]2[CH:11]=[CH:12][CH:13]=[CH:14][C:9]=2[N:8]=[CH:7]1. The yield is 0.601. (5) The reactants are [OH:1][C:2]1[CH:7]=[CH:6][C:5]([S:8][C:9]2[CH:14]=[CH:13][C:12]([NH:15][C:16]([C:18]3[S:19][CH:20]=[CH:21][CH:22]=3)=[O:17])=[CH:11][C:10]=2[N+:23]([O-])=O)=[CH:4][CH:3]=1.[NH4+].[Cl-]. The catalyst is [Fe]. The product is [NH2:23][C:10]1[CH:11]=[C:12]([NH:15][C:16]([C:18]2[S:19][CH:20]=[CH:21][CH:22]=2)=[O:17])[CH:13]=[CH:14][C:9]=1[S:8][C:5]1[CH:4]=[CH:3][C:2]([OH:1])=[CH:7][CH:6]=1. The yield is 0.520. (6) The reactants are [CH3:1][C:2]1[O:6][C:5](=O)[NH:4][C:3]=1[C:8]1[CH:13]=[CH:12][CH:11]=[CH:10][CH:9]=1.P(Cl)(Cl)([Cl:16])=O.N1C=CC=CC=1.O. The catalyst is C(#N)C. The product is [Cl:16][C:5]1[O:6][C:2]([CH3:1])=[C:3]([C:8]2[CH:13]=[CH:12][CH:11]=[CH:10][CH:9]=2)[N:4]=1. The yield is 0.490.